This data is from Forward reaction prediction with 1.9M reactions from USPTO patents (1976-2016). The task is: Predict the product of the given reaction. (1) Given the reactants [C:1]([C:4]12[CH2:11][CH2:10][C:7]([NH:12][CH2:13][C:14]([N:16]3[CH2:20][C@@H:19]([F:21])[CH2:18][C@H:17]3[C:22]#[N:23])=[O:15])([CH2:8][CH2:9]1)[CH2:6][CH2:5]2)(O)=[O:2].[NH2:24][C:25]1[S:26][C:27]([CH2:30][CH3:31])=[N:28][N:29]=1, predict the reaction product. The product is: [CH2:30]([C:27]1[S:26][C:25]([NH:24][C:1]([C:4]23[CH2:11][CH2:10][C:7]([NH:12][CH2:13][C:14]([N:16]4[CH2:20][C@@H:19]([F:21])[CH2:18][C@H:17]4[C:22]#[N:23])=[O:15])([CH2:6][CH2:5]2)[CH2:8][CH2:9]3)=[O:2])=[N:29][N:28]=1)[CH3:31]. (2) The product is: [CH3:28][C:2]1([CH3:1])[CH2:7][CH2:6][C:5]([C:8]2[C:13]([NH:14][C:15]([C:17]3[NH:18][C:19]([C:22]#[N:23])=[CH:20][N:21]=3)=[O:16])=[CH:12][CH:11]=[C:10]([C:24]([CH3:26])([N:29]3[CH2:34][CH2:33][O:32][CH2:31][CH2:30]3)[CH3:25])[N:9]=2)=[CH:4][CH2:3]1. Given the reactants [CH3:1][C:2]1([CH3:28])[CH2:7][CH2:6][C:5]([C:8]2[C:13]([NH:14][C:15]([C:17]3[NH:18][C:19]([C:22]#[N:23])=[CH:20][N:21]=3)=[O:16])=[CH:12][CH:11]=[C:10]([C:24](O)([CH3:26])[CH3:25])[N:9]=2)=[CH:4][CH2:3]1.[NH:29]1[CH2:34][CH2:33][O:32][CH2:31][CH2:30]1.S(Cl)(Cl)=O, predict the reaction product. (3) Given the reactants [CH3:1][C:2]1[C:7]([C:8]2[C:9]3[CH:16]=[C:15]([CH2:17][O:18][C:19]4[CH:24]=[CH:23][C:22]([C@@H:25]([C:32]#[C:33][CH3:34])[CH2:26][C:27]([O:29]CC)=[O:28])=[CH:21][CH:20]=4)[CH:14]=[CH:13][C:10]=3[S:11][CH:12]=2)=[CH:6][CH:5]=[CH:4][N:3]=1.[Li+].[OH-].Cl, predict the reaction product. The product is: [CH3:1][C:2]1[C:7]([C:8]2[C:9]3[CH:16]=[C:15]([CH2:17][O:18][C:19]4[CH:20]=[CH:21][C:22]([C@@H:25]([C:32]#[C:33][CH3:34])[CH2:26][C:27]([OH:29])=[O:28])=[CH:23][CH:24]=4)[CH:14]=[CH:13][C:10]=3[S:11][CH:12]=2)=[CH:6][CH:5]=[CH:4][N:3]=1. (4) Given the reactants [N:1]1[C:10]2[C:5](=[CH:6][CH:7]=[CH:8][CH:9]=2)[CH:4]=[C:3]([NH:11][CH:12]([C:14]([OH:16])=O)[CH3:13])[CH:2]=1.Cl.[CH3:18][O:19][C:20](=[O:27])[C@H:21]([CH2:23][CH2:24][CH2:25][CH3:26])[NH2:22], predict the reaction product. The product is: [CH3:18][O:19][C:20](=[O:27])[C@@H:21]([NH:22][C:14](=[O:16])[CH:12]([CH3:13])[NH:11][C:3]1[CH:2]=[N:1][C:10]2[C:5]([CH:4]=1)=[CH:6][CH:7]=[CH:8][CH:9]=2)[CH2:23][CH2:24][CH2:25][CH3:26]. (5) Given the reactants [CH3:1][C:2]1[CH:7]=[C:6]([NH:8][C:9]([CH3:11])=[O:10])[CH:5]=[CH:4][C:3]=1Br.[CH2:13](B(O)O)[CH3:14].C([O-])([O-])=O.[Cs+].[Cs+].C(Cl)Cl, predict the reaction product. The product is: [CH2:13]([C:3]1[C:2]([CH3:1])=[CH:7][C:6]([NH:8][C:9](=[O:10])[CH3:11])=[CH:5][CH:4]=1)[CH3:14].